Dataset: Catalyst prediction with 721,799 reactions and 888 catalyst types from USPTO. Task: Predict which catalyst facilitates the given reaction. (1) Reactant: Cl[C:2]1[C:3]2[C:4](=[CH:16][N:17](CC3C=CC(OC)=CC=3)[N:18]=2)[N:5]=[C:6]([C:8]2[CH:13]=[CH:12][C:11]([O:14][CH3:15])=[CH:10][CH:9]=2)[N:7]=1.[C:28]([N:32]1[CH2:37][CH2:36][N:35]([C:38]2[CH:44]=[CH:43][C:41]([NH2:42])=[CH:40][CH:39]=2)[CH2:34][CH2:33]1)([CH3:31])([CH3:30])[CH3:29].Cl. Product: [C:28]([N:32]1[CH2:37][CH2:36][N:35]([C:38]2[CH:39]=[CH:40][C:41]([NH:42][C:2]3[C:3]4[NH:18][N:17]=[CH:16][C:4]=4[N:5]=[C:6]([C:8]4[CH:9]=[CH:10][C:11]([O:14][CH3:15])=[CH:12][CH:13]=4)[N:7]=3)=[CH:43][CH:44]=2)[CH2:34][CH2:33]1)([CH3:31])([CH3:29])[CH3:30]. The catalyst class is: 71. (2) Reactant: [CH2:1]([O:3][C:4](=[O:26])[C:5]1[CH:25]=[CH:24][CH:23]=[C:7]([C:8]([NH:10][CH2:11][C:12]([C:14]2[CH:19]=[CH:18][C:17]([CH:20]([CH3:22])[CH3:21])=[CH:16][CH:15]=2)=O)=O)[CH:6]=1)[CH3:2].P12(SP3(SP(SP(S3)(S1)=S)(=S)S2)=S)=[S:28].N. Product: [CH:20]([C:17]1[CH:18]=[CH:19][C:14]([C:12]2[S:28][C:8]([C:7]3[CH:6]=[C:5]([CH:25]=[CH:24][CH:23]=3)[C:4]([O:3][CH2:1][CH3:2])=[O:26])=[N:10][CH:11]=2)=[CH:15][CH:16]=1)([CH3:22])[CH3:21]. The catalyst class is: 17. (3) Reactant: [NH:1]1[CH2:5][CH2:4][CH:3]([OH:6])[CH2:2]1.[Cl:7][C:8]1[S:12][C:11]([S:13](Cl)(=[O:15])=[O:14])=[CH:10][C:9]=1[N+:17]([O-:19])=[O:18].C(N(CC)CC)C. Product: [Cl:7][C:8]1[S:12][C:11]([S:13]([N:1]2[CH2:5][CH2:4][CH:3]([OH:6])[CH2:2]2)(=[O:14])=[O:15])=[CH:10][C:9]=1[N+:17]([O-:19])=[O:18]. The catalyst class is: 1. (4) Reactant: [N-:1]=[N+:2]=[N-:3].[Na+].CS(O[CH2:10][CH2:11][CH:12]1[CH2:17][CH2:16][N:15]([C:18]2[CH:27]=[C:26]([C:28](=[O:46])[NH:29][CH2:30][C@H:31]3[CH2:36][CH2:35][C@H:34]([CH2:37][NH:38][C:39]([O:41][C:42]([CH3:45])([CH3:44])[CH3:43])=[O:40])[CH2:33][CH2:32]3)[C:25]3[C:20](=[CH:21][CH:22]=[CH:23][CH:24]=3)[N:19]=2)[CH2:14][CH2:13]1)(=O)=O. Product: [N:1]([CH2:10][CH2:11][CH:12]1[CH2:17][CH2:16][N:15]([C:18]2[CH:27]=[C:26]([C:28]([NH:29][CH2:30][C@H:31]3[CH2:32][CH2:33][C@H:34]([CH2:37][NH:38][C:39](=[O:40])[O:41][C:42]([CH3:45])([CH3:44])[CH3:43])[CH2:35][CH2:36]3)=[O:46])[C:25]3[C:20](=[CH:21][CH:22]=[CH:23][CH:24]=3)[N:19]=2)[CH2:14][CH2:13]1)=[N+:2]=[N-:3]. The catalyst class is: 3. (5) Reactant: [Cl:1][C:2]1[CH:7]=[CH:6][C:5]([CH:8]2[S:14][CH2:13][CH2:12][NH:11][C:10]3[N:15]([CH3:24])[N:16]=[C:17]([C:18]4[CH:23]=[CH:22][CH:21]=[CH:20][N:19]=4)[C:9]2=3)=[C:4]([CH:25]=[CH2:26])[CH:3]=1.C(Cl)Cl.[H][H]. Product: [Cl:1][C:2]1[CH:7]=[CH:6][C:5]([CH:8]2[S:14][CH2:13][CH2:12][NH:11][C:10]3[N:15]([CH3:24])[N:16]=[C:17]([C:18]4[CH:23]=[CH:22][CH:21]=[CH:20][N:19]=4)[C:9]2=3)=[C:4]([CH2:25][CH3:26])[CH:3]=1. The catalyst class is: 105. (6) Reactant: [C:1]([O:5][C:6]([NH:8][CH2:9][CH2:10][CH2:11][O:12][C:13]1[CH:21]=[CH:20][C:19]([C:22]2[N:23]([C:33]([O:35][C:36]([CH3:39])([CH3:38])[CH3:37])=[O:34])[C:24]3[C:29]([CH:30]=2)=[CH:28][C:27]([CH:31]=O)=[CH:26][CH:25]=3)=[C:18]2[C:14]=1[CH2:15][NH:16][C:17]2=[O:40])=[O:7])([CH3:4])([CH3:3])[CH3:2].[OH:41][CH2:42][CH2:43][N:44]1[CH2:49][CH2:48][NH:47][CH2:46][CH2:45]1.C(O)(=O)C.C(O[BH-](OC(=O)C)OC(=O)C)(=O)C.[Na+].C(=O)([O-])[O-].[Na+].[Na+]. Product: [C:1]([O:5][C:6]([NH:8][CH2:9][CH2:10][CH2:11][O:12][C:13]1[CH:21]=[CH:20][C:19]([C:22]2[N:23]([C:33]([O:35][C:36]([CH3:39])([CH3:38])[CH3:37])=[O:34])[C:24]3[C:29]([CH:30]=2)=[CH:28][C:27]([CH2:31][N:47]2[CH2:48][CH2:49][N:44]([CH2:43][CH2:42][OH:41])[CH2:45][CH2:46]2)=[CH:26][CH:25]=3)=[C:18]2[C:14]=1[CH2:15][NH:16][C:17]2=[O:40])=[O:7])([CH3:4])([CH3:3])[CH3:2]. The catalyst class is: 47.